From a dataset of Catalyst prediction with 721,799 reactions and 888 catalyst types from USPTO. Predict which catalyst facilitates the given reaction. (1) Reactant: [F:1][C:2]1[CH:3]=[C:4]([C:9]2[CH:10]=[CH:11][C:12]([NH2:15])=[N:13][CH:14]=2)[CH:5]=[C:6]([F:8])[CH:7]=1.C(N(CC)CC)C.[O:23]=[C:24]1[CH2:28][CH2:27][CH2:26][N:25]1[CH:29]1[CH2:34][CH2:33][CH:32]([C:35](Cl)=[O:36])[CH2:31][CH2:30]1. Product: [F:8][C:6]1[CH:5]=[C:4]([C:9]2[CH:10]=[CH:11][C:12]([NH:15][C:35]([C@H:32]3[CH2:33][CH2:34][C@H:29]([N:25]4[CH2:26][CH2:27][CH2:28][C:24]4=[O:23])[CH2:30][CH2:31]3)=[O:36])=[N:13][CH:14]=2)[CH:3]=[C:2]([F:1])[CH:7]=1. The catalyst class is: 96. (2) Reactant: [S:1]1[C:5]2[CH:6]=[C:7]([NH:10][C:11](=[O:23])[C:12]3[CH:17]=[C:16]([N+:18]([O-:20])=[O:19])[C:15](F)=[CH:14][C:13]=3Cl)[CH:8]=[CH:9][C:4]=2[N:3]=[CH:2]1.[NH4+:24].[OH-].[CH2:26]([NH:28][CH2:29][CH3:30])[CH3:27]. Product: [NH2:24][C:15]1[C:16]([N+:18]([O-:20])=[O:19])=[CH:17][C:12]([C:11]([NH:10][C:7]2[CH:8]=[CH:9][C:4]3[N:3]=[CH:2][S:1][C:5]=3[CH:6]=2)=[O:23])=[C:13]([N:28]([CH2:29][CH3:30])[CH2:26][CH3:27])[CH:14]=1. The catalyst class is: 12. (3) Reactant: [CH3:1][O:2][C:3]1[CH:4]=[CH:5][C:6]2[NH:12][C:11](=[O:13])[N:10]([CH:14]3[CH2:19][CH2:18][NH:17][CH2:16][CH2:15]3)[CH2:9][CH2:8][C:7]=2[CH:20]=1.[F:21][C:22]1[CH:23]=[C:24]([CH:39]=[C:40](F)[CH:41]=1)[C:25]([C:27]1[CH:37]=[C:36]([CH3:38])[C:30]2[N:31]([CH3:35])[C:32](=[O:34])[O:33][C:29]=2[CH:28]=1)=[O:26]. Product: [CH3:35][N:31]1[C:30]2[C:36]([CH3:38])=[CH:37][C:27]([C:25]([C:24]3[CH:39]=[C:40]([N:17]4[CH2:18][CH2:19][CH:14]([N:10]5[CH2:9][CH2:8][C:7]6[CH:20]=[C:3]([O:2][CH3:1])[CH:4]=[CH:5][C:6]=6[NH:12][C:11]5=[O:13])[CH2:15][CH2:16]4)[CH:41]=[C:22]([F:21])[CH:23]=3)=[O:26])=[CH:28][C:29]=2[O:33][C:32]1=[O:34]. The catalyst class is: 3. (4) The catalyst class is: 4. Reactant: ClC(OCC1C=CC=CC=1)=[O:3].CC1(C)[O:17][CH:16]2[CH2:18][CH2:19][CH:20]([C:22]3[CH:27]=[CH:26][C:25]([NH2:28])=[CH:24][CH:23]=3)[CH2:21][CH:15]2O1.N1C=CC=CC=1.[OH2:36]. Product: [N+:28]([C:25]1[CH:26]=[CH:27][C:22]([CH:20]2[CH2:19][CH2:18][C:16](=[O:17])[CH2:15][CH2:21]2)=[CH:23][CH:24]=1)([O-:3])=[O:36]. (5) Reactant: CON(C)[C:4]([C@H:6]1[CH2:11][N:10]([C:12]([O:14][C:15]([CH3:18])([CH3:17])[CH3:16])=[O:13])[C@H:9]([CH3:19])[CH2:8][CH2:7]1)=[O:5].[CH3:21][Mg]Br.O. Product: [C:4]([C@H:6]1[CH2:11][N:10]([C:12]([O:14][C:15]([CH3:16])([CH3:17])[CH3:18])=[O:13])[C@H:9]([CH3:19])[CH2:8][CH2:7]1)(=[O:5])[CH3:21]. The catalyst class is: 1. (6) Reactant: C[O:2][C:3](=O)[CH2:4][CH2:5][C:6]1[CH:11]=[CH:10][C:9]([C@H:12]2[CH2:16][CH2:15][C@H:14]([NH:17][C@@H:18]([C:20]3[C:29]4[C:24](=[CH:25][CH:26]=[CH:27][CH:28]=4)[CH:23]=[CH:22][CH:21]=3)[CH3:19])[CH2:13]2)=[CH:8][CH:7]=1.[CH2:31]([Mg]Br)[CH3:32].[C:35](OCC)(=O)[CH3:36]. Product: [CH2:35]([C:3]([OH:2])([CH2:31][CH3:32])[CH2:4][CH2:5][C:6]1[CH:7]=[CH:8][C:9]([C@H:12]2[CH2:16][CH2:15][C@H:14]([NH:17][C@@H:18]([C:20]3[C:29]4[C:24](=[CH:25][CH:26]=[CH:27][CH:28]=4)[CH:23]=[CH:22][CH:21]=3)[CH3:19])[CH2:13]2)=[CH:10][CH:11]=1)[CH3:36]. The catalyst class is: 1. (7) Reactant: [CH:1]1([SH:6])[CH2:5][CH2:4][CH2:3][CH2:2]1.[H-].[Na+].CS([C:13]1[S:14][C:15]([C:23]2[CH:27]=[CH:26][NH:25][N:24]=2)=[C:16]2[CH2:21][CH2:20][CH2:19][C:18](=[O:22])[C:17]=12)(=O)=O. The catalyst class is: 1. Product: [CH:1]1([S:6][C:13]2[S:14][C:15]([C:23]3[CH:27]=[CH:26][NH:25][N:24]=3)=[C:16]3[CH2:21][CH2:20][CH2:19][C:18](=[O:22])[C:17]=23)[CH2:5][CH2:4][CH2:3][CH2:2]1. (8) Reactant: [C:1]([O:5][C:6](=[O:52])[NH:7][CH2:8][CH2:9][C:10]1[CH:15]=[CH:14][C:13]([O:16][CH2:17][CH2:18][CH2:19]/[CH:20]=[CH:21]/[C:22]2[CH:27]=[CH:26][C:25]([O:28]CC3C=CC=CC=3)=[C:24]([C@@H:36]([C:46]3[CH:51]=[CH:50][CH:49]=[CH:48][CH:47]=3)[CH2:37][CH2:38][N:39]([CH:43]([CH3:45])[CH3:44])[CH:40]([CH3:42])[CH3:41])[CH:23]=2)=[CH:12][CH:11]=1)([CH3:4])([CH3:3])[CH3:2].C([O-])=O.[NH4+]. Product: [NH3:7].[CH:43]([N:39]([CH:40]([CH3:42])[CH3:41])[CH2:38][CH2:37][C@@H:36]([C:24]1[CH:23]=[C:22]([CH2:21][CH2:20][CH2:19][CH2:18][CH2:17][O:16][C:13]2[CH:14]=[CH:15][C:10]([CH2:9][CH2:8][NH:7][C:6](=[O:52])[O:5][C:1]([CH3:4])([CH3:3])[CH3:2])=[CH:11][CH:12]=2)[CH:27]=[CH:26][C:25]=1[OH:28])[C:46]1[CH:47]=[CH:48][CH:49]=[CH:50][CH:51]=1)([CH3:45])[CH3:44]. The catalyst class is: 421. (9) Reactant: [Cl:1][C:2]1[C:7](OC=C=O)=[C:6]([O:12][CH3:13])[C:5]([O:14][CH2:15][C:16]2[C:21]([O:22][CH3:23])=[CH:20][CH:19]=[C:18]([F:24])[C:17]=2[F:25])=[CH:4][C:3]=1[N:26]1[C:34](=[O:35])[NH:33][C:32]2[C:27]1=[N:28][C:29]([CH3:38])=[N:30][C:31]=2[O:36][CH3:37].C[Mg]Br.Cl. The catalyst class is: 7. Product: [Cl:1][C:2]1[CH:7]=[C:6]([O:12][CH2:13][C:6]([OH:12])([CH3:7])[CH3:5])[C:5]([O:14][CH2:15][C:16]2[C:21]([O:22][CH3:23])=[CH:20][CH:19]=[C:18]([F:24])[C:17]=2[F:25])=[CH:4][C:3]=1[N:26]1[C:34](=[O:35])[NH:33][C:32]2[C:27]1=[N:28][C:29]([CH3:38])=[N:30][C:31]=2[O:36][CH3:37]. (10) Reactant: [I:1]N1C(=O)CCC1=O.[Cl:9][C:10]1[CH:11]=[CH:12][C:13]([OH:18])=[C:14]([CH:17]=1)[CH:15]=[O:16]. Product: [Cl:9][C:10]1[CH:11]=[C:12]([I:1])[C:13]([OH:18])=[C:14]([CH:17]=1)[CH:15]=[O:16]. The catalyst class is: 39.